From a dataset of Human Reference Interactome with 51,813 positive PPI pairs across 8,248 proteins, plus equal number of experimentally-validated negative pairs. Binary Classification. Given two protein amino acid sequences, predict whether they physically interact or not. (1) Protein 1 (ENSG00000120992) has sequence MCGNNMSTPLPAIVPAARKATAAVIFLHGLGDTGHGWAEAFAGIRSSHIKYICPHAPVRPVTLNMNVAMPSWFDIIGLSPDSQEDESGIKQAAENIKALIDQEVKNGIPSNRIILGGFSQGGALSLYTALTTQQKLAGVTALSCWLPLRASFPQGPIGGANRDISILQCHGDCDPLVPLMFGSLTVEKLKTLVNPANVTFKTYEGMMHSSCQQEMMDVKQFIDKLLPPID*MCGNNMSTPLPAIVPAARKATAAVIFLHGLGDTGHGWAEAFAGIRSSHIKYICPHAFDIIGLSPDSQED.... Protein 2 (ENSG00000198879) has sequence MESTLSASNMQDPSSSPLEKCLGSANGNGDLDSEEGSSLEETGFNWGEYLEETGASAAPHTSFKHVEISIQSNFQPGMKLEVANKNNPDTYWVATIITTCGQLLLLRYCGYGEDRRADFWCDVVIADLHPVGWCTQNNKVLMPPDVESDVKPSASVQHIS*MESTLSASNMQDPSSSPLEKCLGSANGNGDLDSEEGSSLEETGFNWGEYLEETGASAAPHTSFKHVEISIQSNFQPGMKLEVANKNNPDTYWVATIITTCGQLLLLRYCGYGEDRRADFWCDVVIADLHPVGWCTQNNK.... Result: 1 (the proteins interact). (2) Result: 0 (the proteins do not interact). Protein 2 (ENSG00000164576) has sequence MNGFSTEEDSREGPPAAPAAAAPGYGQSCCLIEDGERCVRPAGNASFSKRVQKSISQKKLKLDIDKSVRHLYICDFHKNFIQSVRNKRKRKTSDDGGDSPEHDTDIPEVDLFQLQVNTLRRYKRHYKLQTRPGFNKAQLAETVSRHFRNIPVNEKETLAYFIYMVKSNKSRLDQKSEGGKQLE*MNGFSTEEDSREGPPAAPAAAAPGYGQSCCLIEDGERCVRPAGNASFSKRVQKSISQKKLKLDIDKSLQVNTLRRYKRHYKLQTRPGFNKAQLAETVSRHFRNIPVNEKETLAYFI.... Protein 1 (ENSG00000139233) has sequence MAKSLRSKWKRKMRAEKRKKNAPKEASRLKSILKLDGDVLMKDVQEIATVVVPKPKHCQEKMQCEVKDEKDDMKMETDIKRNKKTLLDQHGQYPIWMNQRQRKRLKAKREKRKGKSKAKAVKVAKGLAW*. (3) Protein 1 (ENSG00000105229) has sequence MAAELVEAKNMVMSFRVSDLQMLLGFVGRSKSGLKHELVTRALQLVQFDCSPELFKKIKELYETRYAKKNSEPAPQPHRPLDPLTMHSTYDRAGAVPRTPLAGPNIDYPVLYGKYLNGLGRLPAKTLKPEVRLVKLPFFNMLDELLKPTELVPQNNEKLQESPCIFALTPRQVELIRNSRELQPGVKAVQVVLRICYSDTSCPQEDQYPPNIAVKVNHSYCSVPGYYPSNKPGVEPKRPCRPINLTHLMYLSSATNRITVTWGNYGKSYSVALYLVRQLTSSELLQRLKTIGVKHPELCK.... Protein 2 (ENSG00000165695) has sequence MDATIAPHRIPPEMPQYGEENHIFELMQNMLEQLLIHQPEDPIPFMIQHLHRDNDNVPRIVILGPPASGKTTIAMWLCKHLNSSLLTLENLILNEFSYTATEARRLYLQRKTVPSALLVQLIQERLAEEDCIKQGWILDGIPETREQALRIQTLGITPRHVIVLSAPDTVLIERNLGKRIDPQTGEIYHTTFDWPPESEIQNRLMVPEDISELETAQKLLEYHRNIVRVIPSYPKILKVISADQPCVDVFYQALTYVQSNHRTNAPFTPRVLLLGPVGSGKSLQAALLAQKYRLVNVCCG.... Result: 0 (the proteins do not interact). (4) Protein 1 (ENSG00000172428) has sequence MWRAPEAALRPEVSLERRGPEMKPAVDEMFPEGAGPYVDLDEVARARRESPSAGGSTGLLMDLAANEKAVHADFFNDFEDLFDDDDIHSSGLPRTSQQSSMVPALQRGQSEHGVRGKAAERPVVSEERCELNGREVAALDRAFGSTGHGQGAEALMFTRCREHPLCGTNKATSEGKMGTGRLRNSLRKNQSKWLGSYLEVLRTTRSRREVSEDSTISVSTHWRGKCFKSDETPSVAGGEEGKKTTQPCIDVR*MWRAPEAALRPEVSLERRGPEMKPAVDEMFPEGAGPYVDLDEAGGST.... Protein 2 (ENSG00000005249) has sequence MSIEIPAGLTELLQGFTVEVLRHQPADLLEFALQHFTRLQQENERKGTARFGHEGRTWGDLGAAAGGGTPSKGVNFAEEPMQSDSEDGEEEEAAPADAGAFNAPVINRFTRRASVCAEAYNPDEEEDDAESRIIHPKTDDQRNRLQEACKDILLFKNLDPEQMSQVLDAMFEKLVKDGEHVIDQGDDGDNFYVIDRGTFDIYVKCDGVGRCVGNYDNRGSFGELALMYNTPRAATITATSPGALWGLDRVTFRRIIVKNNAKKRKMYESFIESLPFLKSLEFSERLKVVDVIGTKVYNDG.... Result: 0 (the proteins do not interact). (5) Protein 1 (ENSG00000184007) has sequence MNRPAPVEISYENMRFLITHNPTNATLNKFTEDWPFDDGAPPPNQIVDDWLNLLKTKFREEPGCCVAVHCVAGLGRAPVLVALALIECGMKYEDAVQFIRQKRRGAFNSKQLLYLEKYRPKMRLRFRDTNGHCCVQ*MNRPAPVEISYENMRFLITHNPTNATLNKFTEELKKYGVTTLVRVCDATYDKAPVEKEGIHVLGTCAGCTCFD*MNRPAPVEISYENMRFLITHNPTNATLNKFTEELKKYGVTTLVRVCDATYDKAPVEKEGIHVLMNRPAPVEISYENMRFLITHNPTNAT.... Protein 2 (ENSG00000166278) has sequence MGPLMVLFCLLFLYPGLADSAPSCPQNVNISGGTFTLSHGWAPGSLLTYSCPQGLYPSPASRLCKSSGQWQTPGATRSLSKAVCKPVRCPAPVSFENGIYTPRLGSYPVGGNVSFECEDGFILRGSPVRQCRPNGMWDGETAVCDNGAGHCPNPGISLGAVRTGFRFGHGDKVRYRCSSNLVLTGSSERECQGNGVWSGTEPICRQPYSYDFPEDVAPALGTSFSHMLGATNPTQKTKESLGRKIQIQRSGHLNLYLLLDCSQSVSENDFLIFKESASLMVDRIFSFEINVSVAIITFAS.... Result: 0 (the proteins do not interact).